From a dataset of Catalyst prediction with 721,799 reactions and 888 catalyst types from USPTO. Predict which catalyst facilitates the given reaction. Reactant: [Br:1][C:2]1[CH:11]=[CH:10][C:5]([C:6]([O:8]C)=O)=[CH:4][C:3]=1[CH2:12][CH3:13].[Si]([C:18]([F:21])([F:20])[F:19])(C)(C)C.CCCC[N+](CCCC)(CCCC)CCCC.[F-]. Product: [Br:1][C:2]1[CH:11]=[CH:10][C:5]([C:6](=[O:8])[C:18]([F:21])([F:20])[F:19])=[CH:4][C:3]=1[CH2:12][CH3:13]. The catalyst class is: 11.